Task: Predict the reactants needed to synthesize the given product.. Dataset: Full USPTO retrosynthesis dataset with 1.9M reactions from patents (1976-2016) (1) Given the product [CH3:6][C:5]([O:4][C@@H:1]1[C:23]2[CH:24]=[CH:25][CH:26]=[CH:11][C:12]=2[N:13]([C:20]([NH2:22])=[O:21])[C:14]2[CH:15]=[CH:16][CH:17]=[CH:18][C:19]=2[CH2:2]1)=[O:7], predict the reactants needed to synthesize it. The reactants are: [C:1]([O:4][C:5](=[O:7])[CH3:6])(=O)[CH3:2].O[C@@H]1[C:15]2[CH:16]=[CH:17][CH:18]=[CH:19][C:14]=2[N:13]([C:20]([NH2:22])=[O:21])[C:12]2[CH:23]=[CH:24][CH:25]=[CH:26][C:11]=2C1.ClCCl. (2) Given the product [CH3:27][C:28]1[N:29]=[C:30]([N:36]2[CH2:40][CH2:39][N:38]([CH2:41][C:42]3[CH:47]=[CH:46][CH:45]=[CH:44][N:43]=3)[C:37]2=[O:48])[S:31][C:32]=1[C:33]([NH:49][CH2:50][C:51]1[CH:52]=[N:53][CH:54]=[CH:55][CH:56]=1)=[O:35], predict the reactants needed to synthesize it. The reactants are: ClC1C=CC2SC=C(CN3CCN(C4SC(C(O)=O)=C(C)N=4)C3=O)C=2C=1.[CH3:27][C:28]1[N:29]=[C:30]([N:36]2[CH2:40][CH2:39][N:38]([CH2:41][C:42]3[CH:47]=[CH:46][CH:45]=[CH:44][N:43]=3)[C:37]2=[O:48])[S:31][C:32]=1[C:33]([OH:35])=O.[NH2:49][CH2:50][C:51]1[CH:52]=[N:53][CH:54]=[CH:55][CH:56]=1. (3) Given the product [CH2:34]([N:37]1[CH2:38][CH2:39][N:40]([CH2:43][CH2:44][CH2:45][O:14][C:8]2[CH:7]=[C:6]3[C:11]([C:2]([Cl:1])=[N:3][CH:4]=[N:5]3)=[CH:10][C:9]=2[O:12][CH3:13])[CH2:41][CH2:42]1)[CH:35]=[CH2:36], predict the reactants needed to synthesize it. The reactants are: [Cl:1][C:2]1[C:11]2[C:6](=[CH:7][C:8]([OH:14])=[C:9]([O:12][CH3:13])[CH:10]=2)[N:5]=[CH:4][N:3]=1.C1(P(C2C=CC=CC=2)C2C=CC=CC=2)C=CC=CC=1.[CH2:34]([N:37]1[CH2:42][CH2:41][N:40]([CH2:43][CH2:44][CH2:45]O)[CH2:39][CH2:38]1)[CH:35]=[CH2:36].N(C(OC(C)C)=O)=NC(OC(C)C)=O. (4) Given the product [O:1]1[CH2:6][CH2:5][CH:4]([C:7]([O:9][C:10]2[CH:15]=[CH:14][CH:13]=[CH:12][CH:11]=2)=[O:8])[CH2:3][CH2:2]1, predict the reactants needed to synthesize it. The reactants are: [O:1]1[CH2:6][CH2:5][CH:4]([C:7]([OH:9])=[O:8])[CH2:3][CH2:2]1.[C:10]1(O)[CH:15]=[CH:14][CH:13]=[CH:12][CH:11]=1.F[P-](F)(F)(F)(F)F.S1(O[P+](N2CCCC2)(N2CCCC2)N2CCCC2)C2C=CC=CC=2N=C1.C(N(CC)CC)C. (5) Given the product [Cl:1][CH2:2][C:3]1[CH:8]=[CH:7][CH:6]=[CH:5][C:4]=1[CH2:9][S:12]([CH3:11])(=[O:14])=[O:13], predict the reactants needed to synthesize it. The reactants are: [Cl:1][CH2:2][C:3]1[C:4]([CH2:9]Cl)=[CH:5][CH:6]=[CH:7][CH:8]=1.[CH3:11][S:12]([O-:14])=[O:13].[Na+].CCOC(C)=O. (6) Given the product [C:22]1([C:15]2[C:16]3[C:21](=[CH:20][CH:19]=[CH:18][CH:17]=3)[C:8]([C:5]3[CH:4]=[CH:3][C:2]([N:39]4[C:40]5[CH:28]=[CH:29][C:30]([C:60]6[CH:61]=[CH:62][C:63]([N:64]([C:65]7[CH:70]=[CH:69][CH:68]=[CH:67][CH:66]=7)[C:71]7[CH:72]=[CH:73][CH:74]=[CH:75][CH:76]=7)=[CH:77][CH:78]=6)=[CH:31][C:32]=5[C:33]5[C:38]4=[CH:37][CH:36]=[C:35]([C:41]4[CH:42]=[CH:43][C:44]([N:45]([C:52]6[CH:53]=[CH:54][CH:55]=[CH:56][CH:57]=6)[C:46]6[CH:47]=[CH:48][CH:49]=[CH:50][CH:51]=6)=[CH:58][CH:59]=4)[CH:34]=5)=[CH:7][CH:6]=3)=[C:9]3[C:14]=2[CH:13]=[CH:12][CH:11]=[CH:10]3)[CH:23]=[CH:24][CH:25]=[CH:26][CH:27]=1, predict the reactants needed to synthesize it. The reactants are: Br[C:2]1[CH:7]=[CH:6][C:5]([C:8]2[C:9]3[C:14]([C:15]([C:22]4[CH:27]=[CH:26][CH:25]=[CH:24][CH:23]=4)=[C:16]4[C:21]=2[CH:20]=[CH:19][CH:18]=[CH:17]4)=[CH:13][CH:12]=[CH:11][CH:10]=3)=[CH:4][CH:3]=1.[CH:28]1[C:40]2[NH:39][C:38]3[C:33](=[CH:34][C:35]([C:41]4[CH:59]=[CH:58][C:44]([N:45]([C:52]5[CH:57]=[CH:56][CH:55]=[CH:54][CH:53]=5)[C:46]5[CH:51]=[CH:50][CH:49]=[CH:48][CH:47]=5)=[CH:43][CH:42]=4)=[CH:36][CH:37]=3)[C:32]=2[CH:31]=[C:30]([C:60]2[CH:78]=[CH:77][C:63]([N:64]([C:71]3[CH:76]=[CH:75][CH:74]=[CH:73][CH:72]=3)[C:65]3[CH:70]=[CH:69][CH:68]=[CH:67][CH:66]=3)=[CH:62][CH:61]=2)[CH:29]=1.CC(C)([O-])C.[Na+].C(P(C(C)(C)C)C(C)(C)C)(C)(C)C.